Dataset: NCI-60 drug combinations with 297,098 pairs across 59 cell lines. Task: Regression. Given two drug SMILES strings and cell line genomic features, predict the synergy score measuring deviation from expected non-interaction effect. (1) Drug 1: C1C(C(OC1N2C=C(C(=O)NC2=O)F)CO)O. Drug 2: C1=NC(=NC(=O)N1C2C(C(C(O2)CO)O)O)N. Cell line: SF-539. Synergy scores: CSS=48.3, Synergy_ZIP=-0.410, Synergy_Bliss=2.66, Synergy_Loewe=4.85, Synergy_HSA=6.94. (2) Drug 1: C1=CC=C(C=C1)NC(=O)CCCCCCC(=O)NO. Drug 2: CC(C)CN1C=NC2=C1C3=CC=CC=C3N=C2N. Cell line: HL-60(TB). Synergy scores: CSS=5.61, Synergy_ZIP=2.67, Synergy_Bliss=7.54, Synergy_Loewe=2.10, Synergy_HSA=0.863. (3) Drug 2: CC1OCC2C(O1)C(C(C(O2)OC3C4COC(=O)C4C(C5=CC6=C(C=C35)OCO6)C7=CC(=C(C(=C7)OC)O)OC)O)O. Synergy scores: CSS=64.0, Synergy_ZIP=1.38, Synergy_Bliss=0.00893, Synergy_Loewe=4.05, Synergy_HSA=6.37. Cell line: COLO 205. Drug 1: C1=CC(=CC=C1CCC2=CNC3=C2C(=O)NC(=N3)N)C(=O)NC(CCC(=O)O)C(=O)O. (4) Drug 1: CC(CN1CC(=O)NC(=O)C1)N2CC(=O)NC(=O)C2. Drug 2: CC1=C(C(=O)C2=C(C1=O)N3CC4C(C3(C2COC(=O)N)OC)N4)N. Cell line: SNB-19. Synergy scores: CSS=28.0, Synergy_ZIP=-3.78, Synergy_Bliss=-3.59, Synergy_Loewe=-24.2, Synergy_HSA=-0.498. (5) Drug 1: CCCS(=O)(=O)NC1=C(C(=C(C=C1)F)C(=O)C2=CNC3=C2C=C(C=N3)C4=CC=C(C=C4)Cl)F. Drug 2: CC1C(C(CC(O1)OC2CC(CC3=C2C(=C4C(=C3O)C(=O)C5=C(C4=O)C(=CC=C5)OC)O)(C(=O)C)O)N)O.Cl. Cell line: T-47D. Synergy scores: CSS=18.5, Synergy_ZIP=8.70, Synergy_Bliss=10.2, Synergy_Loewe=-4.75, Synergy_HSA=8.90. (6) Drug 1: C1=NC2=C(N1)C(=S)N=C(N2)N. Drug 2: CC(C1=C(C=CC(=C1Cl)F)Cl)OC2=C(N=CC(=C2)C3=CN(N=C3)C4CCNCC4)N. Cell line: HOP-62. Synergy scores: CSS=37.6, Synergy_ZIP=4.45, Synergy_Bliss=2.29, Synergy_Loewe=-3.75, Synergy_HSA=1.37.